This data is from Reaction yield outcomes from USPTO patents with 853,638 reactions. The task is: Predict the reaction yield, written as a fraction of the theoretical maximum amount of product (1.0 means a 100% yield; for example, 0.34 means a 34% yield). (1) The reactants are [Br:1][C:2]1[C:10]2[N:9]=[C:8]([CH3:11])[NH:7][C:6]=2[CH:5]=[C:4]([N:12]2[CH2:17][CH2:16][O:15][CH2:14][CH2:13]2)[CH:3]=1.Br[CH2:19][C:20]1[CH:25]=[CH:24][CH:23]=[CH:22][C:21]=1[Cl:26].C(=O)([O-])[O-].[K+].[K+].O. The catalyst is CN(C)C=O. The product is [Br:1][C:2]1[C:10]2[N:9]=[C:8]([CH3:11])[N:7]([CH2:19][C:20]3[CH:25]=[CH:24][CH:23]=[CH:22][C:21]=3[Cl:26])[C:6]=2[CH:5]=[C:4]([N:12]2[CH2:17][CH2:16][O:15][CH2:14][CH2:13]2)[CH:3]=1. The yield is 0.840. (2) The reactants are [Br:1][C:2]1[CH:3]=[C:4]([CH3:27])[C:5]([O:8][C:9]2[CH:14]=[C:13]([O:15][CH2:16][CH2:17][O:18][CH3:19])[CH:12]=[CH:11][C:10]=2/[CH:20]=[CH:21]/[C:22]([O:24]CC)=[O:23])=[N:6][CH:7]=1.[OH-].[Na+]. The catalyst is O1CCCC1.C(O)C. The product is [Br:1][C:2]1[CH:3]=[C:4]([CH3:27])[C:5]([O:8][C:9]2[CH:14]=[C:13]([O:15][CH2:16][CH2:17][O:18][CH3:19])[CH:12]=[CH:11][C:10]=2/[CH:20]=[CH:21]/[C:22]([OH:24])=[O:23])=[N:6][CH:7]=1. The yield is 0.950. (3) The reactants are [Br:1][C:2]([CH2:4][CH2:5][CH2:6][CH2:7][CH2:8][CH3:9])=[CH2:3].[CH:10]([Br:13])(Br)[Br:11].[Br-].[Br-].C([N+](C)(C)CC[N+](CC1C=CC=CC=1)(C)C)C1C=CC=CC=1.[OH-].[K+]. The catalyst is C(Cl)Cl.O. The product is [Br:11][C:10]1([Br:13])[CH2:3][C:2]1([Br:1])[CH2:4][CH2:5][CH2:6][CH2:7][CH2:8][CH3:9]. The yield is 0.510. (4) The reactants are [CH3:1][C:2]1[O:6][N:5]=[C:4]([C:7]2[CH:12]=[CH:11][CH:10]=[CH:9][CH:8]=2)[C:3]=1[CH2:13][OH:14].[CH2:15]([O:17][C:18](=[O:28])[C:19]1[CH:24]=[C:23]([Br:25])[C:22](O)=[N:21][C:20]=1[CH3:27])[CH3:16]. No catalyst specified. The product is [CH2:15]([O:17][C:18](=[O:28])[C:19]1[CH:24]=[C:23]([Br:25])[C:22]([O:14][CH2:13][C:3]2[C:4]([C:7]3[CH:12]=[CH:11][CH:10]=[CH:9][CH:8]=3)=[N:5][O:6][C:2]=2[CH3:1])=[N:21][C:20]=1[CH3:27])[CH3:16]. The yield is 0.760. (5) The reactants are [CH2:1]([N:3]1[C:11]2[C:6](=[CH:7][CH:8]=[C:9]([C:12]([F:15])([F:14])[F:13])[CH:10]=2)[C:5]([C:16]#[N:17])=[C:4]1[N:18]1[CH2:23][CH2:22][NH:21][CH2:20][CH2:19]1)[CH3:2].N1C=CC=CC=1.[CH:30]1([S:33](Cl)(=[O:35])=[O:34])[CH2:32][CH2:31]1. The catalyst is ClCCl. The product is [CH:30]1([S:33]([N:21]2[CH2:20][CH2:19][N:18]([C:4]3[N:3]([CH2:1][CH3:2])[C:11]4[C:6]([C:5]=3[C:16]#[N:17])=[CH:7][CH:8]=[C:9]([C:12]([F:14])([F:15])[F:13])[CH:10]=4)[CH2:23][CH2:22]2)(=[O:35])=[O:34])[CH2:32][CH2:31]1. The yield is 0.700. (6) The yield is 0.720. The product is [CH2:9]([O:8][C:6]([C:5]1[C:4](=[O:20])[C:14]2[C:15](=[O:19])[CH2:16][CH2:17][CH2:18][C:13]=2[NH:12][CH:11]=1)=[O:7])[CH3:10]. The reactants are C(O[C:4](=[O:20])[C:5](=[CH:11][NH:12][C:13]1[CH2:18][CH2:17][CH2:16][C:15](=[O:19])[CH:14]=1)[C:6]([O:8][CH2:9][CH3:10])=[O:7])C.C1(OC2C=CC=CC=2)C=CC=CC=1. The catalyst is CCCCCC. (7) The reactants are [F:1][C:2]([F:12])([F:11])[C:3]1[CH:10]=[CH:9][C:6]([CH:7]=O)=[CH:5][CH:4]=1.Cl.[CH:14]1([NH:17][C:18]([NH2:20])=[NH:19])[CH2:16][CH2:15]1.[C:21]([CH2:23][C:24](OCC)=[O:25])#[N:22].C(=O)([O-])[O-].[K+].[K+]. The catalyst is CCO. The product is [CH:14]1([NH:17][C:18]2[N:20]=[C:24]([OH:25])[C:23]([C:21]#[N:22])=[C:7]([C:6]3[CH:9]=[CH:10][C:3]([C:2]([F:12])([F:11])[F:1])=[CH:4][CH:5]=3)[N:19]=2)[CH2:16][CH2:15]1. The yield is 0.620.